Dataset: Forward reaction prediction with 1.9M reactions from USPTO patents (1976-2016). Task: Predict the product of the given reaction. Given the reactants [F:1][C:2]1[C:3]([C:9](=[N:11]O)[CH3:10])=[N:4][CH:5]=[C:6]([F:8])[CH:7]=1.[OH-].[NH4+].C([O-])(=O)C.[NH4+].[Na+].[Cl-:21], predict the reaction product. The product is: [ClH:21].[F:1][C:2]1[C:3]([CH:9]([NH2:11])[CH3:10])=[N:4][CH:5]=[C:6]([F:8])[CH:7]=1.